Dataset: Reaction yield outcomes from USPTO patents with 853,638 reactions. Task: Predict the reaction yield, written as a fraction of the theoretical maximum amount of product (1.0 means a 100% yield; for example, 0.34 means a 34% yield). (1) The catalyst is CC(C)=O. The reactants are [OH:1][CH2:2][CH:3]1[CH2:5][CH:4]1[C:6]1[C:11](=[O:12])[N:10]2[CH:13]=[CH:14][C:15]([CH2:17][CH2:18][C:19]3[S:20][CH:21]=[C:22]([CH:24]([CH3:26])[CH3:25])[N:23]=3)=[CH:16][C:9]2=[N:8][C:7]=1[N:27]1[CH2:32][CH2:31][O:30][CH2:29][CH2:28]1.CC(C)=[O:35].OS(O)(=O)=O.O=[Cr](=O)=O.S([O-])([O-])(=O)=S.[Na+].[Na+]. The product is [CH:24]([C:22]1[N:23]=[C:19]([CH2:18][CH2:17][C:15]2[CH:14]=[CH:13][N:10]3[C:11](=[O:12])[C:6]([CH:4]4[CH2:5][CH:3]4[C:2]([OH:35])=[O:1])=[C:7]([N:27]4[CH2:32][CH2:31][O:30][CH2:29][CH2:28]4)[N:8]=[C:9]3[CH:16]=2)[S:20][CH:21]=1)([CH3:26])[CH3:25]. The yield is 0.0400. (2) The reactants are [F:1][C:2]1[CH:3]=[C:4]([CH:17]=O)[C:5]2[CH:6]=[N:7][N:8]([CH:11]3[CH2:16][CH2:15][CH2:14][CH2:13][O:12]3)[C:9]=2[CH:10]=1.[NH2:19][CH2:20][CH2:21][N:22]([CH3:30])[C:23](=[O:29])[O:24][C:25]([CH3:28])([CH3:27])[CH3:26].[BH4-].[Na+].O. The catalyst is CO. The product is [F:1][C:2]1[CH:10]=[C:9]2[C:5]([CH:6]=[N:7][N:8]2[CH:11]2[CH2:16][CH2:15][CH2:14][CH2:13][O:12]2)=[C:4]([CH2:17][NH:19][CH2:20][CH2:21][N:22]([CH3:30])[C:23](=[O:29])[O:24][C:25]([CH3:26])([CH3:27])[CH3:28])[CH:3]=1. The yield is 1.00. (3) The reactants are [Br:1][C:2]1[CH:3]=[CH:4][C:5]([OH:18])=[C:6]([C:8](=[O:17])[CH2:9][C:10]2[CH:15]=[CH:14][C:13]([F:16])=[CH:12][CH:11]=2)[CH:7]=1.[C:19](OC(=O)CC)(=O)[CH2:20][CH3:21].Cl. The catalyst is C(N(CC)CC)C. The product is [Br:1][C:2]1[CH:7]=[C:6]2[C:5](=[CH:4][CH:3]=1)[O:18][C:19]([CH2:20][CH3:21])=[C:9]([C:10]1[CH:15]=[CH:14][C:13]([F:16])=[CH:12][CH:11]=1)[C:8]2=[O:17]. The yield is 0.470. (4) The reactants are [O:1]1[CH:5]=[CH:4][CH:3]=[C:2]1[C:6]1[CH:11]=[C:10]([S:12][CH3:13])[N:9]=[C:8]([NH2:14])[N:7]=1.[Br:15]N1C(=O)CCC1=O. The catalyst is C(O)(=O)C. The product is [Br:15][C:11]1[C:6]([C:2]2[O:1][CH:5]=[CH:4][CH:3]=2)=[N:7][C:8]([NH2:14])=[N:9][C:10]=1[S:12][CH3:13]. The yield is 0.340.